Dataset: Catalyst prediction with 721,799 reactions and 888 catalyst types from USPTO. Task: Predict which catalyst facilitates the given reaction. (1) Reactant: [Cl:1][C:2]1[CH:3]=[C:4]([CH:6]=[CH:7][C:8]=1[O:9][C:10]1[C:19]2[C:14](=[CH:15][C:16]([O:22][CH3:23])=[C:17]([O:20][CH3:21])[CH:18]=2)[N:13]=[CH:12][CH:11]=1)[NH2:5].C(N(CC)CC)C.ClC(Cl)(O[C:35](=[O:41])OC(Cl)(Cl)Cl)Cl.[F:43][C:44]1[CH:49]=[CH:48][C:47]([CH:50]([NH2:52])[CH3:51])=[CH:46][CH:45]=1. Product: [Cl:1][C:2]1[CH:3]=[C:4]([NH:5][C:35]([NH:52][CH:50]([C:47]2[CH:48]=[CH:49][C:44]([F:43])=[CH:45][CH:46]=2)[CH3:51])=[O:41])[CH:6]=[CH:7][C:8]=1[O:9][C:10]1[C:19]2[C:14](=[CH:15][C:16]([O:22][CH3:23])=[C:17]([O:20][CH3:21])[CH:18]=2)[N:13]=[CH:12][CH:11]=1. The catalyst class is: 22. (2) Reactant: [NH2:1][C:2]1[CH:7]=[CH:6][C:5]([N:8]2[C:12]([CH3:13])=[CH:11][C:10]([C:14]([N:16]([CH2:21][CH2:22][CH2:23][CH3:24])[CH2:17][CH2:18][CH2:19][CH3:20])=[O:15])=[N:9]2)=[C:4]([C:25]([N:27]2[C@H:36]([CH2:37][O:38][Si:39]([C:42]([CH3:45])([CH3:44])[CH3:43])([CH3:41])[CH3:40])[CH2:35][C:34]3[C:29](=[CH:30][CH:31]=[CH:32][CH:33]=3)[CH2:28]2)=[O:26])[CH:3]=1.CCN(CC)CC.[CH2:53]([N:60]=[C:61]=[O:62])[C:54]1[CH:59]=[CH:58][CH:57]=[CH:56][CH:55]=1. Product: [CH2:53]([NH:60][C:61](=[O:62])[NH:1][C:2]1[CH:7]=[CH:6][C:5]([N:8]2[C:12]([CH3:13])=[CH:11][C:10]([C:14]([N:16]([CH2:21][CH2:22][CH2:23][CH3:24])[CH2:17][CH2:18][CH2:19][CH3:20])=[O:15])=[N:9]2)=[C:4]([C:25]([N:27]2[C@H:36]([CH2:37][O:38][Si:39]([C:42]([CH3:43])([CH3:45])[CH3:44])([CH3:41])[CH3:40])[CH2:35][C:34]3[C:29](=[CH:30][CH:31]=[CH:32][CH:33]=3)[CH2:28]2)=[O:26])[CH:3]=1)[C:54]1[CH:59]=[CH:58][CH:57]=[CH:56][CH:55]=1. The catalyst class is: 34. (3) Reactant: N[C:2]1[CH:3]=[CH:4][CH:5]=[C:6]2[C:11]=1[CH:10]=[C:9]([OH:12])[CH:8]=[CH:7]2.[BrH:13].N([O-])=O.[Na+]. Product: [Br:13][C:2]1[CH:3]=[CH:4][CH:5]=[C:6]2[C:11]=1[CH:10]=[C:9]([OH:12])[CH:8]=[CH:7]2. The catalyst class is: 23. (4) Reactant: [BH4-].[Na+].[C:3]1([C@@:9]2([CH:21]=[O:22])[CH2:11][C@H:10]2[CH2:12][O:13][CH2:14][C:15]2[CH:20]=[CH:19][CH:18]=[CH:17][CH:16]=2)[CH:8]=[CH:7][CH:6]=[CH:5][CH:4]=1. Product: [C:3]1([C@@:9]2([CH2:21][OH:22])[CH2:11][C@H:10]2[CH2:12][O:13][CH2:14][C:15]2[CH:20]=[CH:19][CH:18]=[CH:17][CH:16]=2)[CH:4]=[CH:5][CH:6]=[CH:7][CH:8]=1. The catalyst class is: 8. (5) Reactant: [C:1]([C:3]1[CH:8]=[C:7]([C:9]2[N:10]=[C:11]([NH:14][C:15]3[CH:20]=[CH:19][CH:18]=[C:17]([CH3:21])[CH:16]=3)[S:12][CH:13]=2)[CH:6]=[CH:5][N:4]=1)#[CH:2]. Product: [CH2:1]([C:3]1[CH:8]=[C:7]([C:9]2[N:10]=[C:11]([NH:14][C:15]3[CH:20]=[CH:19][CH:18]=[C:17]([CH3:21])[CH:16]=3)[S:12][CH:13]=2)[CH:6]=[CH:5][N:4]=1)[CH3:2]. The catalyst class is: 50. (6) Reactant: [OH:1][CH2:2][CH2:3][CH2:4][NH:5][C:6]1[C:7]2[N:8]([C:20]([CH:23]=O)=[CH:21][N:22]=2)[C:9]2[C:14]([N:15]=1)=[CH:13][C:12]([C:16]([F:19])([F:18])[F:17])=[CH:11][CH:10]=2.C(C=O)=O.N.[NH:30]1[CH:34]=[CH:33][N:32]=C1. Product: [NH:30]1[CH:34]=[CH:33][N:32]=[C:23]1[C:20]1[N:8]2[C:9]3[C:14]([N:15]=[C:6]([NH:5][CH2:4][CH2:3][CH2:2][OH:1])[C:7]2=[N:22][CH:21]=1)=[CH:13][C:12]([C:16]([F:18])([F:17])[F:19])=[CH:11][CH:10]=3. The catalyst class is: 5. (7) Reactant: [Cl-].[Al+3].[Cl-].[Cl-].[CH3:5][O:6][C:7]1[CH:8]=[C:9]([C:12]([O:17]C)=[CH:13][C:14]=1[O:15][CH3:16])[CH:10]=[O:11].O.Cl. Product: [CH3:5][O:6][C:7]1[CH:8]=[C:9]([C:12]([OH:17])=[CH:13][C:14]=1[O:15][CH3:16])[CH:10]=[O:11]. The catalyst class is: 4. (8) Reactant: [Cl:1][C:2]1[CH:3]=[CH:4][C:5]([C:8]([F:18])([F:17])[CH2:9][N:10]2[CH2:15][CH2:14][CH:13]([NH2:16])[CH2:12][CH2:11]2)=[N:6][CH:7]=1.Cl[C:20]1[C:21]2[CH:28]=[CH:27][NH:26][C:22]=2[N:23]=[CH:24][N:25]=1.CCN(C(C)C)C(C)C. Product: [Cl:1][C:2]1[CH:3]=[CH:4][C:5]([C:8]([F:18])([F:17])[CH2:9][N:10]2[CH2:15][CH2:14][CH:13]([NH:16][C:20]3[C:21]4[CH:28]=[CH:27][NH:26][C:22]=4[N:23]=[CH:24][N:25]=3)[CH2:12][CH2:11]2)=[N:6][CH:7]=1. The catalyst class is: 51.